This data is from Forward reaction prediction with 1.9M reactions from USPTO patents (1976-2016). The task is: Predict the product of the given reaction. The product is: [CH2:21]([CH:18]1[CH2:17][CH2:16][N:15]([C:13](=[O:14])[CH2:12][NH:1][C:2]2[CH:3]=[C:4]3[C:8](=[CH:9][CH:10]=2)[NH:7][N:6]=[CH:5]3)[CH2:20][CH2:19]1)[C:22]1[CH:27]=[CH:26][CH:25]=[CH:24][CH:23]=1. Given the reactants [NH2:1][C:2]1[CH:3]=[C:4]2[C:8](=[CH:9][CH:10]=1)[NH:7][N:6]=[CH:5]2.Cl[CH2:12][C:13]([N:15]1[CH2:20][CH2:19][CH:18]([CH2:21][C:22]2[CH:27]=[CH:26][CH:25]=[CH:24][CH:23]=2)[CH2:17][CH2:16]1)=[O:14], predict the reaction product.